From a dataset of Reaction yield outcomes from USPTO patents with 853,638 reactions. Predict the reaction yield, written as a fraction of the theoretical maximum amount of product (1.0 means a 100% yield; for example, 0.34 means a 34% yield). (1) The reactants are [CH2:1]([C@@H:5]1[NH:10][CH2:9][C@H:8]([CH2:11][CH:12]([CH3:14])[CH3:13])[NH:7][C:6]1=[O:15])[CH:2]([CH3:4])[CH3:3].[Cl:16][C:17]1[CH:22]=[CH:21][C:20]([C:23]2[CH:27]=[C:26]([C:28](O)=[O:29])[O:25][N:24]=2)=[CH:19][CH:18]=1.C([C@@H]1N(C(=O)/C=C/C2C=CC=CC=2)C[C@H](CC(C)C)NC1=O)C(C)C. No catalyst specified. The product is [Cl:16][C:17]1[CH:18]=[CH:19][C:20]([C:23]2[CH:27]=[C:26]([C:28]([N:10]3[CH2:9][C@H:8]([CH2:11][CH:12]([CH3:14])[CH3:13])[NH:7][C:6](=[O:15])[C@@H:5]3[CH2:1][CH:2]([CH3:4])[CH3:3])=[O:29])[O:25][N:24]=2)=[CH:21][CH:22]=1. The yield is 0.709. (2) The product is [NH2:1][C:2]1[CH:3]=[C:4]([CH:8]=[CH:9][C:10]=1[O:11][CH3:12])[C:5]([O:7][CH3:13])=[O:6]. The yield is 0.880. The reactants are [NH2:1][C:2]1[CH:3]=[C:4]([CH:8]=[CH:9][C:10]=1[O:11][CH3:12])[C:5]([OH:7])=[O:6].[C:13](Cl)(=O)C. The catalyst is CO. (3) The reactants are [CH3:1][N:2]1[C:10]2[C:5](=[CH:6][CH:7]=[CH:8][CH:9]=2)[C:4]([CH2:11][N:12]([CH3:42])[C:13](=[O:41])/[CH:14]=[CH:15]/[C:16]2[CH:17]=[N:18][C:19]3[NH:20][C:21](=[O:40])[CH:22]([N:26]=C(C4C=CC=CC=4)C4C=CC=CC=4)[CH2:23][C:24]=3[CH:25]=2)=[CH:3]1.Cl.[OH-].[Na+]. The catalyst is O1CCOCC1. The product is [CH3:1][N:2]1[C:10]2[C:5](=[CH:6][CH:7]=[CH:8][CH:9]=2)[C:4]([CH2:11][N:12]([CH3:42])[C:13](=[O:41])/[CH:14]=[CH:15]/[C:16]2[CH:17]=[N:18][C:19]3[NH:20][C:21](=[O:40])[CH:22]([NH2:26])[CH2:23][C:24]=3[CH:25]=2)=[CH:3]1. The yield is 0.710. (4) The reactants are [CH2:1]([O:8][C:9](=[O:27])[NH:10][CH2:11][CH2:12][CH2:13][CH2:14][C:15]1[CH:20]=[CH:19][C:18]([O:21][CH2:22][CH2:23][CH2:24][C:25]#[N:26])=[CH:17][CH:16]=1)[C:2]1[CH:7]=[CH:6][CH:5]=[CH:4][CH:3]=1.[N-:28]=[N+:29]=[N-:30].[Na+].[Cl-].[NH4+]. The catalyst is CN(C=O)C. The product is [CH2:1]([O:8][C:9](=[O:27])[NH:10][CH2:11][CH2:12][CH2:13][CH2:14][C:15]1[CH:20]=[CH:19][C:18]([O:21][CH2:22][CH2:23][CH2:24][C:25]2[NH:30][N:29]=[N:28][N:26]=2)=[CH:17][CH:16]=1)[C:2]1[CH:7]=[CH:6][CH:5]=[CH:4][CH:3]=1. The yield is 0.760. (5) The reactants are Cl[C:2]1[NH:3][CH:4]=[C:5]([N+:7]([O-:9])=[O:8])[N:6]=1.[CH3:10][C:11]1([CH2:14][N:15]2[C:20]3[CH:21]=[CH:22][CH:23]=[CH:24][C:19]=3[C:18](=[O:25])[O:17][C:16]2=O)[CH2:13][O:12]1.[C:27]([O-])(=O)C.[Na+].[H-].[Na+]. The catalyst is C(O)C. The product is [CH2:16]([O:17][C:18]([C:19]1[CH:24]=[CH:23][CH:22]=[CH:21][C:20]=1[NH:15][CH2:14][C:11]1([CH3:13])[O:12][C:2]2=[N:6][C:5]([N+:7]([O-:9])=[O:8])=[CH:4][N:3]2[CH2:10]1)=[O:25])[CH3:27]. The yield is 0.550. (6) The reactants are [C:1]([O:5][C:6]([N:8]1[C:12]([CH3:13])=[CH:11][C:10]([N:14]([C:38]([O:40][C:41]([CH3:44])([CH3:43])[CH3:42])=[O:39])[C:15]2[C:24]3[C:19](=[CH:20][C:21]([C:25](C)(C)[O:26][SiH2]C(C)(C)C)=[CH:22][CH:23]=3)[C:18](=[O:34])[N:17]([CH:35]([CH3:37])[CH3:36])[N:16]=2)=[N:9]1)=[O:7])([CH3:4])([CH3:3])[CH3:2].[F-].C([N+](CCCC)(CCCC)CCCC)CCC. The catalyst is C1COCC1. The product is [C:1]([O:5][C:6]([N:8]1[C:12]([CH3:13])=[CH:11][C:10]([N:14]([C:38]([O:40][C:41]([CH3:43])([CH3:42])[CH3:44])=[O:39])[C:15]2[C:24]3[C:19](=[CH:20][C:21]([CH2:25][OH:26])=[CH:22][CH:23]=3)[C:18](=[O:34])[N:17]([CH:35]([CH3:36])[CH3:37])[N:16]=2)=[N:9]1)=[O:7])([CH3:4])([CH3:2])[CH3:3]. The yield is 0.450. (7) The reactants are [Cl:1][C:2]1[C:14]2[C:5](=[N:6][C:7]3[C:12]([C:13]=2Cl)=[CH:11][CH:10]=[CH:9][CH:8]=3)[O:4][CH:3]=1.[CH3:16][C:17]([C:19]1[CH:24]=[CH:23][C:22]([NH2:25])=[CH:21][CH:20]=1)=[O:18].[OH-].[Na+]. The catalyst is CCO.Cl. The product is [Cl:1][C:2]1[C:14]2[C:5](=[N:6][C:7]3[C:12]([C:13]=2[NH:25][C:22]2[CH:23]=[CH:24][C:19]([C:17](=[O:18])[CH3:16])=[CH:20][CH:21]=2)=[CH:11][CH:10]=[CH:9][CH:8]=3)[O:4][CH:3]=1. The yield is 0.750. (8) The reactants are [I:1][C:2]1[CH:7]=[CH:6][CH:5]=[CH:4][C:3]=1[OH:8].[H-].[Na+].[CH3:11][C:12]([CH3:16])=[CH:13][CH2:14]Br. The catalyst is C1COCC1. The product is [I:1][C:2]1[CH:7]=[CH:6][CH:5]=[CH:4][C:3]=1[O:8][CH2:14][CH:13]=[C:12]([CH3:16])[CH3:11]. The yield is 0.980. (9) The yield is 0.430. The reactants are [CH3:1][O:2][C:3]1[CH:12]=[CH:11][C:6]2[N:7]=[C:8]([NH2:10])[S:9][C:5]=2[CH:4]=1.Br[CH2:14][C:15](=O)[C:16]([O:18][CH2:19][CH3:20])=[O:17]. The product is [CH3:1][O:2][C:3]1[CH:12]=[CH:11][C:6]2[N:7]3[CH:14]=[C:15]([C:16]([O:18][CH2:19][CH3:20])=[O:17])[N:10]=[C:8]3[S:9][C:5]=2[CH:4]=1. No catalyst specified. (10) The reactants are C([O:3][C:4]([C:6]1[C:15](=[O:16])[C:14]2[C:9](=[CH:10][CH:11]=[CH:12][C:13]=2[OH:17])[NH:8][CH:7]=1)=[O:5])C. The catalyst is [OH-].[Na+]. The product is [OH:17][C:13]1[CH:12]=[CH:11][CH:10]=[C:9]2[C:14]=1[C:15](=[O:16])[C:6]([C:4]([OH:5])=[O:3])=[CH:7][NH:8]2. The yield is 0.870.